From a dataset of Merck oncology drug combination screen with 23,052 pairs across 39 cell lines. Regression. Given two drug SMILES strings and cell line genomic features, predict the synergy score measuring deviation from expected non-interaction effect. (1) Cell line: A2058. Drug 1: NC1CCCCC1N.O=C(O)C(=O)O.[Pt+2]. Drug 2: CNC(=O)c1cc(Oc2ccc(NC(=O)Nc3ccc(Cl)c(C(F)(F)F)c3)cc2)ccn1. Synergy scores: synergy=-9.44. (2) Cell line: MDAMB436. Drug 2: CS(=O)(=O)CCNCc1ccc(-c2ccc3ncnc(Nc4ccc(OCc5cccc(F)c5)c(Cl)c4)c3c2)o1. Drug 1: Cn1nnc2c(C(N)=O)ncn2c1=O. Synergy scores: synergy=19.9. (3) Drug 1: Nc1ccn(C2OC(CO)C(O)C2(F)F)c(=O)n1. Drug 2: C#Cc1cccc(Nc2ncnc3cc(OCCOC)c(OCCOC)cc23)c1. Cell line: A2058. Synergy scores: synergy=4.29. (4) Drug 1: CC(C)CC(NC(=O)C(Cc1ccccc1)NC(=O)c1cnccn1)B(O)O. Drug 2: Cn1c(=O)n(-c2ccc(C(C)(C)C#N)cc2)c2c3cc(-c4cnc5ccccc5c4)ccc3ncc21. Cell line: NCIH23. Synergy scores: synergy=5.43. (5) Drug 1: NC1(c2ccc(-c3nc4ccn5c(=O)[nH]nc5c4cc3-c3ccccc3)cc2)CCC1. Drug 2: Cn1cc(-c2cnn3c(N)c(Br)c(C4CCCNC4)nc23)cn1. Cell line: UWB1289BRCA1. Synergy scores: synergy=-12.2. (6) Drug 1: O=c1[nH]cc(F)c(=O)[nH]1. Drug 2: CC(C)CC(NC(=O)C(Cc1ccccc1)NC(=O)c1cnccn1)B(O)O. Cell line: DLD1. Synergy scores: synergy=5.23. (7) Drug 1: CC(=O)OC1C(=O)C2(C)C(O)CC3OCC3(OC(C)=O)C2C(OC(=O)c2ccccc2)C2(O)CC(OC(=O)C(O)C(NC(=O)c3ccccc3)c3ccccc3)C(C)=C1C2(C)C. Drug 2: COC1=C2CC(C)CC(OC)C(O)C(C)C=C(C)C(OC(N)=O)C(OC)C=CC=C(C)C(=O)NC(=CC1=O)C2=O. Cell line: LOVO. Synergy scores: synergy=-17.6. (8) Drug 1: CC1CC2C3CCC4=CC(=O)C=CC4(C)C3(F)C(O)CC2(C)C1(O)C(=O)CO. Drug 2: Cn1nnc2c(C(N)=O)ncn2c1=O. Cell line: NCIH460. Synergy scores: synergy=1.02. (9) Drug 1: C=CCn1c(=O)c2cnc(Nc3ccc(N4CCN(C)CC4)cc3)nc2n1-c1cccc(C(C)(C)O)n1. Drug 2: CC(C)CC(NC(=O)C(Cc1ccccc1)NC(=O)c1cnccn1)B(O)O. Cell line: VCAP. Synergy scores: synergy=-24.4. (10) Drug 1: CN1C(=O)C=CC2(C)C3CCC4(C)C(NC(=O)OCC(F)(F)F)CCC4C3CCC12. Drug 2: O=S1(=O)NC2(CN1CC(F)(F)F)C1CCC2Cc2cc(C=CCN3CCC(C(F)(F)F)CC3)ccc2C1. Cell line: RPMI7951. Synergy scores: synergy=6.79.